From a dataset of Catalyst prediction with 721,799 reactions and 888 catalyst types from USPTO. Predict which catalyst facilitates the given reaction. (1) Reactant: [CH3:1][O:2][C:3](=[O:13])[C@H:4]([OH:12])[CH2:5][C:6]1[CH:11]=[CH:10][CH:9]=[CH:8][CH:7]=1.C(N(CC)CC)C.[CH3:21][S:22](Cl)(=[O:24])=[O:23]. Product: [CH3:1][O:2][C:3](=[O:13])[C@H:4]([O:12][S:22]([CH3:21])(=[O:24])=[O:23])[CH2:5][C:6]1[CH:11]=[CH:10][CH:9]=[CH:8][CH:7]=1. The catalyst class is: 268. (2) Reactant: Cl.[CH3:2][O:3][C:4]1[CH:5]=[C:6]([CH:8]=[CH:9][C:10]=1[N:11]1[CH:15]=[C:14]([CH3:16])[N:13]=[CH:12]1)[NH2:7].[N:17]#[C:18][NH2:19].Cl.C(=O)([O-])[O-].[K+].[K+]. Product: [CH3:2][O:3][C:4]1[CH:5]=[C:6]([NH:7][C:18]([NH2:19])=[NH:17])[CH:8]=[CH:9][C:10]=1[N:11]1[CH:15]=[C:14]([CH3:16])[N:13]=[CH:12]1. The catalyst class is: 40.